From a dataset of Peptide-MHC class I binding affinity with 185,985 pairs from IEDB/IMGT. Regression. Given a peptide amino acid sequence and an MHC pseudo amino acid sequence, predict their binding affinity value. This is MHC class I binding data. (1) The peptide sequence is HIPEVCLKW. The MHC is HLA-A31:01 with pseudo-sequence HLA-A31:01. The binding affinity (normalized) is 0.0847. (2) The peptide sequence is GTSRNKRGVF. The MHC is Mamu-A01 with pseudo-sequence Mamu-A01. The binding affinity (normalized) is 0.0551. (3) The peptide sequence is DLTALLSCI. The MHC is HLA-A68:02 with pseudo-sequence HLA-A68:02. The binding affinity (normalized) is 0.308. (4) The peptide sequence is LLVKLALITV. The MHC is HLA-A02:03 with pseudo-sequence HLA-A02:03. The binding affinity (normalized) is 1.00.